The task is: Predict the reactants needed to synthesize the given product.. This data is from Full USPTO retrosynthesis dataset with 1.9M reactions from patents (1976-2016). (1) Given the product [F:12][C:13]1[CH:14]=[C:15]([C:2]2[C:11]3[C:6](=[CH:7][CH:8]=[CH:9][CH:10]=3)[CH:5]=[CH:4][N:3]=2)[CH:16]=[CH:17][C:18]=1[CH3:19], predict the reactants needed to synthesize it. The reactants are: Cl[C:2]1[C:11]2[C:6](=[CH:7][CH:8]=[CH:9][CH:10]=2)[CH:5]=[CH:4][N:3]=1.[F:12][C:13]1[CH:14]=[C:15](B(O)O)[CH:16]=[CH:17][C:18]=1[CH3:19].C([O-])([O-])=O.[Cs+].[Cs+].P(C(C)(C)C)(C(C)(C)C)C(C)(C)C. (2) Given the product [OH:1][C:2]1([C:9]2[O:10][CH:11]=[CH:12][N:13]=2)[CH2:7][CH2:6][CH:5]([N:14]2[CH2:17][CH:16]([NH:18][C:19]([CH2:21][NH:22][C:23](=[O:34])[C:24]3[CH:29]=[CH:28][CH:27]=[C:26]([C:30]([F:33])([F:31])[F:32])[CH:25]=3)=[O:20])[CH2:15]2)[CH2:4][CH2:3]1, predict the reactants needed to synthesize it. The reactants are: [OH:1][C:2]1([C:9]2[O:10][CH:11]=[CH:12][N:13]=2)[CH2:7][CH2:6][C:5](=O)[CH2:4][CH2:3]1.[NH:14]1[CH2:17][CH:16]([NH:18][C:19]([CH2:21][NH:22][C:23](=[O:34])[C:24]2[CH:29]=[CH:28][CH:27]=[C:26]([C:30]([F:33])([F:32])[F:31])[CH:25]=2)=[O:20])[CH2:15]1.